From a dataset of Catalyst prediction with 721,799 reactions and 888 catalyst types from USPTO. Predict which catalyst facilitates the given reaction. Reactant: C[Si](C)(C)CC[N:5]([C:9]1[CH:13]=[C:12]([CH3:14])[N:11]([CH2:15][C:16]2[CH:21]=[C:20]([Br:22])[CH:19]=[CH:18][C:17]=2[O:23][CH2:24][CH:25]([CH3:27])[CH3:26])[N:10]=1)C(=O)[O-].[F-].C([N+](CCCC)(CCCC)CCCC)CCC. Product: [Br:22][C:20]1[CH:19]=[CH:18][C:17]([O:23][CH2:24][CH:25]([CH3:27])[CH3:26])=[C:16]([CH2:15][N:11]2[C:12]([CH3:14])=[CH:13][C:9]([NH2:5])=[N:10]2)[CH:21]=1. The catalyst class is: 1.